From a dataset of NCI-60 drug combinations with 297,098 pairs across 59 cell lines. Regression. Given two drug SMILES strings and cell line genomic features, predict the synergy score measuring deviation from expected non-interaction effect. (1) Drug 1: C1=CC(=C2C(=C1NCCNCCO)C(=O)C3=C(C=CC(=C3C2=O)O)O)NCCNCCO. Drug 2: CC(C)(C#N)C1=CC(=CC(=C1)CN2C=NC=N2)C(C)(C)C#N. Cell line: MDA-MB-231. Synergy scores: CSS=32.1, Synergy_ZIP=0.985, Synergy_Bliss=1.05, Synergy_Loewe=-11.1, Synergy_HSA=1.89. (2) Drug 1: CC1=CC2C(CCC3(C2CCC3(C(=O)C)OC(=O)C)C)C4(C1=CC(=O)CC4)C. Drug 2: C1=NC2=C(N1)C(=S)N=C(N2)N. Cell line: SNB-75. Synergy scores: CSS=25.6, Synergy_ZIP=-6.17, Synergy_Bliss=-0.581, Synergy_Loewe=-31.2, Synergy_HSA=-1.85. (3) Drug 2: CC1=C2C(C(=O)C3(C(CC4C(C3C(C(C2(C)C)(CC1OC(=O)C(C(C5=CC=CC=C5)NC(=O)C6=CC=CC=C6)O)O)OC(=O)C7=CC=CC=C7)(CO4)OC(=O)C)O)C)OC(=O)C. Synergy scores: CSS=48.2, Synergy_ZIP=-0.160, Synergy_Bliss=0.245, Synergy_Loewe=7.68, Synergy_HSA=9.78. Cell line: T-47D. Drug 1: C1CC2CC3=C(CC1C24CN(S(=O)(=O)N4)CC(F)(F)F)C=CC(=C3)C=CCN5CCC(CC5)C(F)(F)F. (4) Cell line: HS 578T. Synergy scores: CSS=5.41, Synergy_ZIP=-2.66, Synergy_Bliss=1.70, Synergy_Loewe=-0.800, Synergy_HSA=0.649. Drug 2: C(CC(=O)O)C(=O)CN.Cl. Drug 1: C1=CC=C(C(=C1)C(C2=CC=C(C=C2)Cl)C(Cl)Cl)Cl. (5) Drug 1: C#CCC(CC1=CN=C2C(=N1)C(=NC(=N2)N)N)C3=CC=C(C=C3)C(=O)NC(CCC(=O)O)C(=O)O. Drug 2: B(C(CC(C)C)NC(=O)C(CC1=CC=CC=C1)NC(=O)C2=NC=CN=C2)(O)O. Cell line: UACC62. Synergy scores: CSS=11.7, Synergy_ZIP=2.76, Synergy_Bliss=2.11, Synergy_Loewe=-2.86, Synergy_HSA=-2.55. (6) Synergy scores: CSS=5.04, Synergy_ZIP=-1.32, Synergy_Bliss=-1.08, Synergy_Loewe=-0.132, Synergy_HSA=-0.480. Drug 1: C1CCC(C1)C(CC#N)N2C=C(C=N2)C3=C4C=CNC4=NC=N3. Cell line: U251. Drug 2: C1=NNC2=C1C(=O)NC=N2.